Dataset: Catalyst prediction with 721,799 reactions and 888 catalyst types from USPTO. Task: Predict which catalyst facilitates the given reaction. (1) Reactant: C(OC([N:8]1[CH2:17][CH2:16][C:15]2[C:10](=[CH:11][CH:12]=[C:13]([N:18]3[CH2:23][CH2:22][N:21]([CH:24]4[CH2:28][CH2:27][CH2:26][CH2:25]4)[CH2:20][CH2:19]3)[CH:14]=2)[CH2:9]1)=O)(C)(C)C.Cl. Product: [CH:24]1([N:21]2[CH2:20][CH2:19][N:18]([C:13]3[CH:14]=[C:15]4[C:10](=[CH:11][CH:12]=3)[CH2:9][NH:8][CH2:17][CH2:16]4)[CH2:23][CH2:22]2)[CH2:28][CH2:27][CH2:26][CH2:25]1. The catalyst class is: 12. (2) Reactant: [SH:1][CH2:2][CH2:3][C:4]([OH:6])=[O:5].C[O-].[Na+].Br[CH2:11][C:12]([N:14]([CH2:17][CH3:18])[CH2:15][CH3:16])=[O:13]. Product: [CH2:15]([N:14]([CH2:17][CH3:18])[C:12]([CH2:11][S:1][CH2:2][CH2:3][C:4]([OH:6])=[O:5])=[O:13])[CH3:16]. The catalyst class is: 5.